Dataset: Full USPTO retrosynthesis dataset with 1.9M reactions from patents (1976-2016). Task: Predict the reactants needed to synthesize the given product. (1) Given the product [F:1][C:2]1[S:6][C:5]([C@:7]23[CH2:15][N:14]([C:16]4[N:17]=[CH:18][CH:19]=[CH:20][N:21]=4)[CH2:13][C@H:12]2[CH2:11][S:10][C:9]([NH2:22])=[N:8]3)=[CH:4][CH:3]=1, predict the reactants needed to synthesize it. The reactants are: [F:1][C:2]1[S:6][C:5]([C@:7]23[CH2:15][N:14]([C:16]4[N:21]=[CH:20][CH:19]=[CH:18][N:17]=4)[CH2:13][C@H:12]2[CH2:11][S:10][C:9]([NH:22]C(=O)C2C=CC=CC=2)=[N:8]3)=[CH:4][CH:3]=1.[OH-].[Li+]. (2) The reactants are: [C:1]1([C:36]2[CH:41]=[CH:40][CH:39]=[CH:38][CH:37]=2)[CH:6]=[CH:5][C:4]([CH2:7][CH2:8][NH:9][C:10]([C:12]2[CH:35]=[CH:34][C:15]([O:16][C:17]3[CH:26]=[C:25]4[C:20]([CH:21]([C:27]([O:29]CC)=[O:28])[CH2:22][CH2:23][O:24]4)=[CH:19][C:18]=3C#N)=[CH:14][CH:13]=2)=[O:11])=[CH:3][CH:2]=1.O[Li].O.[ClH:45]. Given the product [C:1]1([C:36]2[CH:41]=[CH:40][CH:39]=[CH:38][CH:37]=2)[CH:6]=[CH:5][C:4]([CH2:7][CH2:8][NH:9][C:10]([C:12]2[CH:35]=[CH:34][C:15]([O:16][C:17]3[CH:26]=[C:25]4[C:20]([CH:21]([C:27]([OH:29])=[O:28])[CH2:22][CH2:23][O:24]4)=[CH:19][C:18]=3[Cl:45])=[CH:14][CH:13]=2)=[O:11])=[CH:3][CH:2]=1, predict the reactants needed to synthesize it. (3) Given the product [Cl:4][C:5]1[N:6]=[CH:7][C:8]([NH2:15])=[CH:9][C:10]=1[C:11]([F:14])([F:12])[F:13], predict the reactants needed to synthesize it. The reactants are: [Cl-].[NH4+].O.[Cl:4][C:5]1[C:10]([C:11]([F:14])([F:13])[F:12])=[CH:9][C:8]([N+:15]([O-])=O)=[CH:7][N:6]=1. (4) Given the product [O:14]1[C:13]([CH:19]([C:18]2[C:21]([F:24])=[CH:22][CH:23]=[C:16]([Br:15])[C:17]=2[O:25][CH3:26])[OH:20])=[CH:12][C:10]2[CH:11]=[CH:6][CH:7]=[CH:8][C:9]1=2, predict the reactants needed to synthesize it. The reactants are: C([Li])CCC.[CH:6]1[CH:11]=[C:10]2[CH:12]=[CH:13][O:14][C:9]2=[CH:8][CH:7]=1.[Br:15][C:16]1[C:17]([O:25][CH3:26])=[C:18]([C:21]([F:24])=[CH:22][CH:23]=1)[CH:19]=[O:20].[Cl-].[NH4+]. (5) Given the product [CH:35]1([C:29]2[CH:28]=[C:27]([C:17]3([C:13]4[CH:14]=[CH:15][CH:16]=[C:11]([C:5]5[CH:6]=[N:1][CH:2]=[N:3][CH:4]=5)[CH:12]=4)[C:21]4[C:20](=[N:1][CH:6]=[CH:5][CH:4]=4)[C:19]([NH2:26])=[N:18]3)[CH:32]=[CH:31][C:30]=2[O:33][CH3:34])[CH2:36][CH2:37]1, predict the reactants needed to synthesize it. The reactants are: [N:1]1[CH:6]=[C:5](B(O)O)[CH:4]=[N:3][CH:2]=1.Br[C:11]1[CH:12]=[C:13]([C:17]2([C:27]3[CH:32]=[CH:31][C:30]([O:33][CH3:34])=[C:29]([CH:35]4[CH2:37][CH2:36]4)[CH:28]=3)[C:21]3=NC=CC=[C:20]3[C:19]([NH2:26])=[N:18]2)[CH:14]=[CH:15][CH:16]=1.C(=O)([O-])[O-].[Cs+].[Cs+]. (6) Given the product [N:16]1([CH2:20][C@@H:21]([NH:29][C:2]2[C:3]3[N:11]=[CH:10][CH:9]=[C:8]([C:12]([NH2:14])=[O:13])[C:4]=3[N:5]=[CH:6][N:7]=2)[C:22]2[CH:27]=[CH:26][CH:25]=[C:24]([F:28])[CH:23]=2)[CH2:19][CH2:18][CH2:17]1, predict the reactants needed to synthesize it. The reactants are: O[C:2]1[C:3]2[N:11]=[CH:10][CH:9]=[C:8]([C:12]([NH2:14])=[O:13])[C:4]=2[N:5]=[CH:6][N:7]=1.Cl.[N:16]1([CH2:20][C@@H:21]([NH2:29])[C:22]2[CH:27]=[CH:26][CH:25]=[C:24]([F:28])[CH:23]=2)[CH2:19][CH2:18][CH2:17]1. (7) Given the product [CH3:14][O:6][C:5](=[O:7])[C:4]1[CH:8]=[CH:9][C:10]([N+:11]([O-:13])=[O:12])=[C:2]([F:1])[CH:3]=1, predict the reactants needed to synthesize it. The reactants are: [F:1][C:2]1[CH:3]=[C:4]([CH:8]=[CH:9][C:10]=1[N+:11]([O-:13])=[O:12])[C:5]([OH:7])=[O:6].[CH3:14]O. (8) Given the product [CH:1]1([C:6]2([CH2:7][CH2:8][C:9]3[CH:14]=[CH:13][C:12]([C:15]4([C:20]#[N:21])[CH2:16][CH2:17][CH2:18][CH2:19]4)=[C:11]([F:22])[CH:10]=3)[CH2:23][C:24](=[O:25])[CH2:29][C:28](=[O:30])[O:27]2)[CH2:2][CH2:3][CH2:4][CH2:5]1, predict the reactants needed to synthesize it. The reactants are: [CH:1]1([C:6](O)([CH2:23][C:24]2[O:25]C(C)(C)[O:27][C:28](=[O:30])[CH:29]=2)[C:7]#[C:8][C:9]2[CH:14]=[CH:13][C:12]([C:15]3([C:20]#[N:21])[CH2:19][CH2:18][CH2:17][CH2:16]3)=[C:11]([F:22])[CH:10]=2)[CH2:5][CH2:4][CH2:3][CH2:2]1.C1(C(O)(CC2OC(C)(C)OC(=O)C=2)C#CC2C=CC(C(C)(C)C#N)=C(F)C=2)CCCC1.